Dataset: Catalyst prediction with 721,799 reactions and 888 catalyst types from USPTO. Task: Predict which catalyst facilitates the given reaction. (1) Reactant: [NH:1]1[CH:5]=[CH:4][N:3]=[N:2]1.C[Si]([N-][Si](C)(C)C)(C)C.[Li+].Br[CH2:17][C:18]1[CH:23]=[CH:22][C:21]([CH2:24][N:25]2[CH:29]=[CH:28][C:27]([NH:30][C:31](=[O:40])[C:32]3[C:37]([F:38])=[CH:36][CH:35]=[CH:34][C:33]=3[F:39])=[N:26]2)=[C:20]([C:41]([F:44])([F:43])[F:42])[CH:19]=1. Product: [F:38][C:37]1[CH:36]=[CH:35][CH:34]=[C:33]([F:39])[C:32]=1[C:31]([NH:30][C:27]1[CH:28]=[CH:29][N:25]([CH2:24][C:21]2[CH:22]=[CH:23][C:18]([CH2:17][N:2]3[N:3]=[CH:4][CH:5]=[N:1]3)=[CH:19][C:20]=2[C:41]([F:42])([F:43])[F:44])[N:26]=1)=[O:40]. The catalyst class is: 1. (2) Reactant: C(Cl)(=O)C(Cl)=O.CS(C)=O.[CH2:11]([N:18]1[C:22]2[C:23](=[O:41])[N:24]([CH3:40])[C:25]([CH2:38][OH:39])=[C:26]([C:27]3[C:28]([CH3:37])=[C:29]4[C:34](=[CH:35][CH:36]=3)[O:33][CH2:32][CH2:31][CH2:30]4)[C:21]=2[CH:20]=[CH:19]1)[C:12]1[CH:17]=[CH:16][CH:15]=[CH:14][CH:13]=1.C(N(CC)CC)C. Product: [CH2:11]([N:18]1[C:22]2[C:23](=[O:41])[N:24]([CH3:40])[C:25]([CH:38]=[O:39])=[C:26]([C:27]3[C:28]([CH3:37])=[C:29]4[C:34](=[CH:35][CH:36]=3)[O:33][CH2:32][CH2:31][CH2:30]4)[C:21]=2[CH:20]=[CH:19]1)[C:12]1[CH:17]=[CH:16][CH:15]=[CH:14][CH:13]=1. The catalyst class is: 4.